This data is from Full USPTO retrosynthesis dataset with 1.9M reactions from patents (1976-2016). The task is: Predict the reactants needed to synthesize the given product. (1) Given the product [C:19]([O:22][C@@H:23]1[C@@:34]([OH:36])([CH3:35])[CH2:33][CH2:32][C@@H:31]([O:37][Si:9]([CH2:14][CH3:15])([CH2:12][CH3:13])[CH2:10][CH3:11])[CH2:30][C:29](=[O:38])[O:28][C@H:27](/[C:39](/[CH3:43])=[CH:40]/[CH:41]=[CH2:42])[C@@H:26]([CH3:44])[CH:25]=[CH:24]1)(=[O:21])[CH3:20], predict the reactants needed to synthesize it. The reactants are: C(N(CC)CC)C.Cl[Si:9]([CH2:14][CH3:15])([CH2:12][CH3:13])[CH2:10][CH3:11].ClCCl.[C:19]([O:22][C@@H:23]1[C@@:34]([OH:36])([CH3:35])[CH2:33][CH2:32][C@@H:31]([OH:37])[CH2:30][C:29](=[O:38])[O:28][C@H:27](/[C:39](/[CH3:43])=[CH:40]/[CH:41]=[CH2:42])[C@@H:26]([CH3:44])[CH:25]=[CH:24]1)(=[O:21])[CH3:20]. (2) The reactants are: Br[C@H:2]1[C@H:11](O)[C:10]2[C:5](=[CH:6][CH:7]=[C:8]([Br:13])[CH:9]=2)[O:4][CH2:3]1.[OH-:14].[NH4+:15]. Given the product [NH2:15][C@@H:11]1[C:10]2[C:5](=[CH:6][CH:7]=[C:8]([Br:13])[CH:9]=2)[O:4][CH2:3][C@H:2]1[OH:14], predict the reactants needed to synthesize it. (3) Given the product [C:13]([O:12][C:11](=[O:17])[NH:10][N:8]1[CH:9]=[C:5]([CH2:31][OH:32])[CH:6]=[C:7]1[C:18]#[N:19])([CH3:16])([CH3:15])[CH3:14], predict the reactants needed to synthesize it. The reactants are: C[Mg]Br.Br[C:5]1[CH:6]=[C:7]([C:18]#[N:19])[N:8]([NH:10][C:11](=[O:17])[O:12][C:13]([CH3:16])([CH3:15])[CH3:14])[CH:9]=1.C([Li])CCC.CCCCCC.[CH2:31]=[O:32]. (4) Given the product [C:1]([NH:18][C@H:19]([C:46]([OH:48])=[O:47])[CH2:20][SH:21])([O:3][CH2:4][CH:5]1[C:17]2[C:12](=[CH:13][CH:14]=[CH:15][CH:16]=2)[C:11]2[C:6]1=[CH:7][CH:8]=[CH:9][CH:10]=2)=[O:2], predict the reactants needed to synthesize it. The reactants are: [C:1]([NH:18][C@H:19]([C:46]([OH:48])=[O:47])[CH2:20][S:21][S:21][CH2:20][C@H:19]([NH:18][C:1]([O:3][CH2:4][CH:5]1[C:6]2[C:11](=[CH:10][CH:9]=[CH:8][CH:7]=2)[C:12]2[C:17]1=[CH:16][CH:15]=[CH:14][CH:13]=2)=[O:2])[C:46]([OH:48])=[O:47])([O:3][CH2:4][CH:5]1[C:17]2[C:12](=[CH:13][CH:14]=[CH:15][CH:16]=2)[C:11]2[C:6]1=[CH:7][CH:8]=[CH:9][CH:10]=2)=[O:2].FC(F)(F)C(O)=O.C(Cl)(Cl)Cl.CO.C(O)(=O)C. (5) Given the product [CH2:1]([O:10][C:13]([CH:15]1[CH2:16][CH2:17][CH:18]([C:21]([O:23][CH2:24][CH2:2][CH2:3][CH2:4][CH2:5][CH2:6][CH:7]([CH3:9])[CH3:8])=[O:22])[CH2:19][CH2:20]1)=[O:14])[CH2:2][CH2:3][CH2:4][CH2:5][CH2:6][CH:7]([CH3:9])[CH3:8], predict the reactants needed to synthesize it. The reactants are: [CH2:1]([OH:10])[CH2:2][CH2:3][CH2:4][CH2:5][CH2:6][CH:7]([CH3:9])[CH3:8].CO[C:13]([CH:15]1[CH2:20][CH2:19][CH:18]([C:21]([O:23][CH3:24])=[O:22])[CH2:17][CH2:16]1)=[O:14]. (6) Given the product [Cl:1][C:2]1[CH:3]=[C:4]([NH:5][C:42]2[C:43]3[N:35]([CH2:34][CH2:33][OH:32])[CH:36]=[CH:37][C:38]=3[N:39]=[CH:40][N:41]=2)[CH:6]=[CH:7][C:8]=1[O:9][C:10]1[C:19]2[C:14](=[C:15]([C:20]([F:23])([F:21])[F:22])[CH:16]=[CH:17][CH:18]=2)[N:13]=[CH:12][CH:11]=1, predict the reactants needed to synthesize it. The reactants are: [Cl:1][C:2]1[CH:3]=[C:4]([CH:6]=[CH:7][C:8]=1[O:9][C:10]1[C:19]2[C:14](=[C:15]([C:20]([F:23])([F:22])[F:21])[CH:16]=[CH:17][CH:18]=2)[N:13]=[CH:12][CH:11]=1)[NH2:5].C([O:32][CH2:33][CH2:34][N:35]1[C:43]2[C:42](Cl)=[N:41][CH:40]=[N:39][C:38]=2[CH:37]=[CH:36]1)(=O)C1C=CC=CC=1.Cl.N1C=CC=CC=1.